This data is from Catalyst prediction with 721,799 reactions and 888 catalyst types from USPTO. The task is: Predict which catalyst facilitates the given reaction. (1) Reactant: [F:1][C:2]1[C:22]([OH:23])=[CH:21][CH:20]=[CH:19][C:3]=1[O:4][C:5]1[CH2:9][N:8]([C@@H:10]([CH2:14][CH:15]([CH3:17])[CH3:16])[C:11]([OH:13])=O)[C:7](=[O:18])[CH:6]=1.[CH3:24][N:25]1[CH:29]=[CH:28][C:27]([NH2:30])=[N:26]1.F[P-](F)(F)(F)(F)F.N1(O[P+](N(C)C)(N(C)C)N(C)C)C2C=CC=CC=2N=N1.C(N(CC)C(C)C)(C)C. Product: [CH3:24][N:25]1[CH:29]=[CH:28][C:27]([NH:30][C:11](=[O:13])[C@@H:10]([N:8]2[CH2:9][C:5]([O:4][C:3]3[CH:19]=[CH:20][CH:21]=[C:22]([OH:23])[C:2]=3[F:1])=[CH:6][C:7]2=[O:18])[CH2:14][CH:15]([CH3:17])[CH3:16])=[N:26]1. The catalyst class is: 9. (2) Reactant: [C:1]1([CH:7]=[CH:8][C:9]([NH:11][CH:12]([C:14]2[CH:23]=[C:22]3[C:17]([CH2:18][CH2:19][CH2:20][NH:21]3)=[CH:16][CH:15]=2)[CH3:13])=[O:10])[CH:6]=[CH:5][CH:4]=[CH:3][CH:2]=1.C(N(CC)CC)C.[C:31](Cl)(=[O:33])[CH3:32]. Product: [C:31]([N:21]1[C:22]2[C:17](=[CH:16][CH:15]=[C:14]([CH:12]([NH:11][C:9](=[O:10])[CH:8]=[CH:7][C:1]3[CH:2]=[CH:3][CH:4]=[CH:5][CH:6]=3)[CH3:13])[CH:23]=2)[CH2:18][CH2:19][CH2:20]1)(=[O:33])[CH3:32]. The catalyst class is: 2. (3) Reactant: [CH2:1]([N:8]1[C:13](=O)[CH2:12][O:11][CH2:10][C:9]1([CH3:19])[C:15]([O:17][CH3:18])=[O:16])[C:2]1[CH:7]=[CH:6][CH:5]=[CH:4][CH:3]=1.O.CCOC(C)=O. Product: [CH2:1]([N:8]1[CH2:13][CH2:12][O:11][CH2:10][C:9]1([CH3:19])[C:15]([O:17][CH3:18])=[O:16])[C:2]1[CH:3]=[CH:4][CH:5]=[CH:6][CH:7]=1. The catalyst class is: 1. (4) Reactant: [C:1]([C:3]1[C:4]([C:25]2[CH:30]=[CH:29][C:28]([O:31][C:32]3[CH:37]=[CH:36][CH:35]=[CH:34][CH:33]=3)=[CH:27][CH:26]=2)=[N:5][N:6]2[C:11]([C:12]3[CH:17]=[CH:16][CH:15]=[CH:14][C:13]=3[NH:18][C:19](=O)C(F)(F)F)=[CH:10][CH:9]=[N:8][C:7]=12)#[N:2].[OH-].[K+].CI. Product: [CH3:19][NH:18][C:13]1[CH:14]=[CH:15][CH:16]=[CH:17][C:12]=1[C:11]1[N:6]2[N:5]=[C:4]([C:25]3[CH:30]=[CH:29][C:28]([O:31][C:32]4[CH:37]=[CH:36][CH:35]=[CH:34][CH:33]=4)=[CH:27][CH:26]=3)[C:3]([C:1]#[N:2])=[C:7]2[N:8]=[CH:9][CH:10]=1. The catalyst class is: 21. (5) Reactant: [CH:1]([CH:4]1[C:8]2=[N:9][C:10]([C:13]3[CH:18]=[CH:17][C:16]([C:19]([F:22])([F:21])[F:20])=[CH:15][CH:14]=3)=[CH:11][CH:12]=[C:7]2[NH:6][CH2:5]1)([CH3:3])[CH3:2].Cl[S:24]([C:27]1[CH:39]=[CH:38][C:30]([O:31][CH2:32][C:33]([O:35][CH2:36][CH3:37])=[O:34])=[C:29]([CH3:40])[CH:28]=1)(=[O:26])=[O:25].C(N(CC)CC)C. Product: [CH:1]([CH:4]1[C:8]2=[N:9][C:10]([C:13]3[CH:18]=[CH:17][C:16]([C:19]([F:21])([F:22])[F:20])=[CH:15][CH:14]=3)=[CH:11][CH:12]=[C:7]2[N:6]([S:24]([C:27]2[CH:39]=[CH:38][C:30]([O:31][CH2:32][C:33]([O:35][CH2:36][CH3:37])=[O:34])=[C:29]([CH3:40])[CH:28]=2)(=[O:26])=[O:25])[CH2:5]1)([CH3:3])[CH3:2]. The catalyst class is: 230.